This data is from Forward reaction prediction with 1.9M reactions from USPTO patents (1976-2016). The task is: Predict the product of the given reaction. Given the reactants [F:1][C:2]1[C:42]([F:43])=[CH:41][C:5]2[N:6]=[C:7]([S:9][CH2:10][CH2:11][N:12]3[CH2:17][CH2:16][N:15]([CH2:18][C:19]([NH:21][C:22]4[C:23]([O:35][CH2:36][C:37]([F:40])([F:39])[F:38])=[N:24][C:25]([CH3:34])=[CH:26][C:27]=4[O:28][CH2:29][C:30]([F:33])([F:32])[F:31])=[O:20])[CH2:14][CH2:13]3)[NH:8][C:4]=2[CH:3]=1.[ClH:44].N1C=CC=CC=1, predict the reaction product. The product is: [ClH:44].[F:1][C:2]1[C:42]([F:43])=[CH:41][C:5]2[N:6]=[C:7]([S:9][CH2:10][CH2:11][N:12]3[CH2:13][CH2:14][N:15]([CH2:18][C:19]([NH:21][C:22]4[C:23]([O:35][CH2:36][C:37]([F:38])([F:39])[F:40])=[N:24][C:25]([CH3:34])=[CH:26][C:27]=4[O:28][CH2:29][C:30]([F:33])([F:32])[F:31])=[O:20])[CH2:16][CH2:17]3)[NH:8][C:4]=2[CH:3]=1.